From a dataset of Full USPTO retrosynthesis dataset with 1.9M reactions from patents (1976-2016). Predict the reactants needed to synthesize the given product. (1) Given the product [Cl:1][C:2]1[CH:3]=[CH:4][C:5]([N:20]2[C:24]([CH3:25])=[C:23]([CH3:26])[N:22]=[C:21]2[CH:27]=[O:28])=[C:6]([C:8](=[O:9])[C:10]2[CH:15]=[CH:14][CH:13]=[C:12]([O:16][CH3:17])[C:11]=2[O:18][CH3:19])[CH:7]=1, predict the reactants needed to synthesize it. The reactants are: [Cl:1][C:2]1[CH:3]=[CH:4][C:5]([N:20]2[C:24]([CH3:25])=[C:23]([CH3:26])[N:22]=[C:21]2[CH2:27][OH:28])=[C:6]([C:8]([C:10]2[CH:15]=[CH:14][CH:13]=[C:12]([O:16][CH3:17])[C:11]=2[O:18][CH3:19])=[O:9])[CH:7]=1.O1CCCC1. (2) Given the product [I:10][C:11]1[CH:12]=[C:13]2[C:18](=[CH:19][CH:20]=1)[N:17]=[CH:16][N:15]=[C:14]2[O:9][C:3]1[CH:8]=[CH:7][CH:6]=[CH:5][CH:4]=1, predict the reactants needed to synthesize it. The reactants are: [H-].[Na+].[C:3]1([OH:9])[CH:8]=[CH:7][CH:6]=[CH:5][CH:4]=1.[I:10][C:11]1[CH:12]=[C:13]2[C:18](=[CH:19][CH:20]=1)[N:17]=[CH:16][N:15]=[C:14]2Cl. (3) Given the product [Br:1][C:2]1[CH:11]=[CH:10][CH:9]=[C:8]2[C:3]=1[CH:4]=[CH:5][CH:6]=[N+:7]2[O-:20], predict the reactants needed to synthesize it. The reactants are: [Br:1][C:2]1[CH:11]=[CH:10][CH:9]=[C:8]2[C:3]=1[CH:4]=[CH:5][CH:6]=[N:7]2.C1C=C(Cl)C=C(C(OO)=[O:20])C=1.[OH-].[Na+]. (4) Given the product [C:11]([O:10][C:3]1[CH:4]=[CH:5][C:6]([F:9])=[C:7]([F:8])[C:2]=1[F:1])(=[O:13])[CH3:12], predict the reactants needed to synthesize it. The reactants are: [F:1][C:2]1[C:7]([F:8])=[C:6]([F:9])[CH:5]=[CH:4][C:3]=1[OH:10].[C:11](OC(=O)C)(=[O:13])[CH3:12].C(N(CC)CC)C. (5) Given the product [Cl:12][C:13]1[CH:21]=[C:20]2[C:16]([CH:17]=[CH:18][N:19]2[S:28]([C:22]2[CH:27]=[CH:26][CH:25]=[CH:24][CH:23]=2)(=[O:30])=[O:29])=[CH:15][CH:14]=1, predict the reactants needed to synthesize it. The reactants are: C([Li])CCC.CCCCCC.[Cl:12][C:13]1[CH:21]=[C:20]2[C:16]([CH:17]=[CH:18][NH:19]2)=[CH:15][CH:14]=1.[C:22]1([S:28](Cl)(=[O:30])=[O:29])[CH:27]=[CH:26][CH:25]=[CH:24][CH:23]=1.